This data is from Peptide-MHC class II binding affinity with 134,281 pairs from IEDB. The task is: Regression. Given a peptide amino acid sequence and an MHC pseudo amino acid sequence, predict their binding affinity value. This is MHC class II binding data. The peptide sequence is KKSRMSMAMGTMAGCGY. The MHC is HLA-DQA10102-DQB10501 with pseudo-sequence HLA-DQA10102-DQB10501. The binding affinity (normalized) is 0.723.